Dataset: Catalyst prediction with 721,799 reactions and 888 catalyst types from USPTO. Task: Predict which catalyst facilitates the given reaction. (1) Reactant: Br[C:2]1[CH:7]=[CH:6][C:5]([C:8]2[CH:9]=[CH:10][C:11]3[N:12]([C:21]4[CH:26]=[CH:25][CH:24]=[CH:23][CH:22]=4)[C:13]4[C:18]([C:19]=3[CH:20]=2)=[CH:17][CH:16]=[CH:15][CH:14]=4)=[CH:4][CH:3]=1.C(O[CH2:31][CH3:32])(=O)C. Product: [C:7]1([C:2]2[CH:7]=[CH:6][C:5]([C:8]3[CH:9]=[CH:10][C:11]4[N:12]([C:21]5[CH:26]=[CH:25][CH:24]=[CH:23][CH:22]=5)[C:13]5[C:18]([C:19]=4[CH:20]=3)=[CH:17][CH:16]=[CH:15][CH:14]=5)=[CH:4][CH:3]=2)[C:31]2[C:32](=[CH:6][CH:5]=[CH:8][CH:20]=2)[CH:4]=[CH:3][CH:2]=1. The catalyst class is: 81. (2) Reactant: [Cl:1][C:2]1[CH:3]=[CH:4][C:5]2[O:9][C:8]([C:10]3[CH:53]=[CH:52][C:13]([CH2:14][O:15][C:16]4[CH:21]=[CH:20][CH:19]=[CH:18][C:17]=4[CH2:22][CH2:23][N:24]([CH2:40][CH2:41][C:42]4[CH:47]=[CH:46][C:45]([C:48]([O:50]C)=[O:49])=[CH:44][CH:43]=4)[CH:25]4[CH2:34][CH2:33][CH2:32][C:31]5[N:30]=[C:29]([C:35]([O:37]CC)=[O:36])[CH:28]=[CH:27][C:26]4=5)=[CH:12][CH:11]=3)=[N:7][C:6]=2[CH:54]=1.O.[OH-].[Li+]. Product: [C:48]([C:45]1[CH:46]=[CH:47][C:42]([CH2:41][CH2:40][N:24]([CH2:23][CH2:22][C:17]2[CH:18]=[CH:19][CH:20]=[CH:21][C:16]=2[O:15][CH2:14][C:13]2[CH:12]=[CH:11][C:10]([C:8]3[O:9][C:5]4[CH:4]=[CH:3][C:2]([Cl:1])=[CH:54][C:6]=4[N:7]=3)=[CH:53][CH:52]=2)[CH:25]2[CH2:34][CH2:33][CH2:32][C:31]3[N:30]=[C:29]([C:35]([OH:37])=[O:36])[CH:28]=[CH:27][C:26]2=3)=[CH:43][CH:44]=1)([OH:50])=[O:49]. The catalyst class is: 20. (3) Reactant: Cl.[NH2:2][CH2:3][C:4]1[CH:13]=[CH:12][CH:11]=[C:10]2[C:5]=1[C:6](=[O:23])[N:7]([CH:15]1[CH2:20][CH2:19][C:18](=[O:21])[NH:17][C:16]1=[O:22])[C:8]([CH3:14])=[N:9]2.[F:24][C:25]([F:37])([F:36])[O:26][C:27]1[CH:35]=[CH:34][C:30]([C:31](Cl)=[O:32])=[CH:29][CH:28]=1.C(N(CC)C(C)C)(C)C. Product: [O:22]=[C:16]1[CH:15]([N:7]2[C:6](=[O:23])[C:5]3[C:10](=[CH:11][CH:12]=[CH:13][C:4]=3[CH2:3][NH:2][C:31](=[O:32])[C:30]3[CH:34]=[CH:35][C:27]([O:26][C:25]([F:24])([F:36])[F:37])=[CH:28][CH:29]=3)[N:9]=[C:8]2[CH3:14])[CH2:20][CH2:19][C:18](=[O:21])[NH:17]1. The catalyst class is: 10. (4) Reactant: [CH2:1]([O:8][C:9]1[CH:32]=[C:31]([O:33]COC)[CH:30]=[CH:29][C:10]=1[C:11]1[CH2:12][O:13][C:14]2[C:19]([CH:20]=1)=[CH:18][CH:17]=[C:16]([O:21][CH2:22][C:23]1[CH:28]=[CH:27][CH:26]=[CH:25][CH:24]=1)[CH:15]=2)[C:2]1[CH:7]=[CH:6][CH:5]=[CH:4][CH:3]=1.O.Br.C1(P(C2C=CC=CC=2)C2C=CC=CC=2)C=CC=CC=1. Product: [CH2:1]([O:8][C:9]1[CH:32]=[C:31]([OH:33])[CH:30]=[CH:29][C:10]=1[C:11]1[CH2:12][O:13][C:14]2[C:19]([CH:20]=1)=[CH:18][CH:17]=[C:16]([O:21][CH2:22][C:23]1[CH:28]=[CH:27][CH:26]=[CH:25][CH:24]=1)[CH:15]=2)[C:2]1[CH:3]=[CH:4][CH:5]=[CH:6][CH:7]=1. The catalyst class is: 10. (5) Reactant: [F:1][C:2]1[CH:3]=[C:4]([C:24]2[CH:33]=[N:32][C:31]3[C:26](=[CH:27][C:28]([O:46][CH3:47])=[C:29]([O:34][CH:35]4[CH2:38][N:37](C(OC(C)(C)C)=O)[CH2:36]4)[CH:30]=3)[N:25]=2)[CH:5]=[CH:6][C:7]=1[CH2:8][C:9](=[O:23])[NH:10][C:11]1[CH:15]=[C:14]([C:16]2([C:19]([F:22])([F:21])[F:20])[CH2:18][CH2:17]2)[O:13][N:12]=1.C(O)(C(F)(F)F)=O. Product: [NH:37]1[CH2:36][CH:35]([O:34][C:29]2[CH:30]=[C:31]3[C:26](=[CH:27][C:28]=2[O:46][CH3:47])[N:25]=[C:24]([C:4]2[CH:5]=[CH:6][C:7]([CH2:8][C:9]([NH:10][C:11]4[CH:15]=[C:14]([C:16]5([C:19]([F:22])([F:20])[F:21])[CH2:17][CH2:18]5)[O:13][N:12]=4)=[O:23])=[C:2]([F:1])[CH:3]=2)[CH:33]=[N:32]3)[CH2:38]1. The catalyst class is: 2. (6) Reactant: [CH3:1][C:2]1([CH3:22])[C:10]2=[CH:11][C:12]3[NH:13][C:14]4[C:19]([C:20]=3[CH:21]=[C:9]2[C:8]2[C:3]1=[CH:4][CH:5]=[CH:6][CH:7]=2)=[CH:18][CH:17]=[CH:16][CH:15]=4.[H-].[Na+].Cl[C:26]1[N:31]=[C:30]([C:32]2[CH:37]=[CH:36][CH:35]=[CH:34][CH:33]=2)[N:29]=[C:28]([C:38]2[CH:43]=[CH:42][CH:41]=[CH:40][CH:39]=2)[N:27]=1. Product: [C:38]1([C:28]2[N:29]=[C:30]([C:32]3[CH:33]=[CH:34][CH:35]=[CH:36][CH:37]=3)[N:31]=[C:26]([N:13]3[C:12]4[CH:11]=[C:10]5[C:2]([CH3:22])([CH3:1])[C:3]6[C:8]([C:9]5=[CH:21][C:20]=4[C:19]4[C:14]3=[CH:15][CH:16]=[CH:17][CH:18]=4)=[CH:7][CH:6]=[CH:5][CH:4]=6)[N:27]=2)[CH:43]=[CH:42][CH:41]=[CH:40][CH:39]=1. The catalyst class is: 9. (7) Reactant: [Cl:1][C:2]1[CH:3]=[C:4]2[C:8](=[CH:9][CH:10]=1)[NH:7][C:6](=[O:11])[CH2:5]2.[CH2:12]([N:14]([CH2:29][CH3:30])[CH2:15][CH2:16][NH:17][C:18]([C:20]1[C:24]([CH3:25])=[C:23]([CH:26]=O)[NH:22][C:21]=1[CH3:28])=[O:19])[CH3:13]. Product: [CH2:29]([N:14]([CH2:12][CH3:13])[CH2:15][CH2:16][NH:17][C:18]([C:20]1[C:24]([CH3:25])=[C:23]([CH:26]=[C:5]2[C:4]3[C:8](=[CH:9][CH:10]=[C:2]([Cl:1])[CH:3]=3)[NH:7][C:6]2=[O:11])[NH:22][C:21]=1[CH3:28])=[O:19])[CH3:30]. The catalyst class is: 495.